This data is from Catalyst prediction with 721,799 reactions and 888 catalyst types from USPTO. The task is: Predict which catalyst facilitates the given reaction. Reactant: [Cl:1][C:2]1[CH:3]=[CH:4][C:5]([CH:24]=[O:25])=[C:6]2[C:10]=1[N:9]=[C:8]1[CH:11]([C:16]3[CH:21]=[CH:20][C:19]([Cl:22])=[CH:18][C:17]=3[Cl:23])[O:12][CH2:13][CH2:14][CH2:15][N:7]21.[CH:26]1([Mg]Br)[CH2:28][CH2:27]1. Product: [Cl:1][C:2]1[C:10]2[N:9]=[C:8]3[CH:11]([C:16]4[CH:21]=[CH:20][C:19]([Cl:22])=[CH:18][C:17]=4[Cl:23])[O:12][CH2:13][CH2:14][CH2:15][N:7]3[C:6]=2[C:5]([CH:24]([CH:26]2[CH2:28][CH2:27]2)[OH:25])=[CH:4][CH:3]=1. The catalyst class is: 7.